This data is from Catalyst prediction with 721,799 reactions and 888 catalyst types from USPTO. The task is: Predict which catalyst facilitates the given reaction. Reactant: [F:1][C:2]1[CH:3]=[C:4]([CH:18]=[CH:19][C:20]=1[N+:21]([O-])=O)[O:5][C:6]1[CH:11]=[CH:10][N:9]=[C:8]([NH:12][C:13](=[O:17])[CH2:14][O:15][CH3:16])[CH:7]=1.C([O-])(O)=O.[Na+]. Product: [NH2:21][C:20]1[CH:19]=[CH:18][C:4]([O:5][C:6]2[CH:11]=[CH:10][N:9]=[C:8]([NH:12][C:13](=[O:17])[CH2:14][O:15][CH3:16])[CH:7]=2)=[CH:3][C:2]=1[F:1]. The catalyst class is: 409.